From a dataset of Reaction yield outcomes from USPTO patents with 853,638 reactions. Predict the reaction yield, written as a fraction of the theoretical maximum amount of product (1.0 means a 100% yield; for example, 0.34 means a 34% yield). (1) The reactants are C(Cl)(=O)C(Cl)=O.CS(C)=O.[F:11][C:12]1[CH:13]=[C:14]([C@:25]([NH:40][C:41]([NH:43][C@@H:44]2[CH2:48][CH2:47][CH2:46][C@H:45]2[OH:49])=[O:42])([C:33]2[CH:38]=[CH:37][C:36]([F:39])=[CH:35][CH:34]=2)[CH2:26][C:27]2[CH:32]=[CH:31][CH:30]=[CH:29][CH:28]=2)[CH:15]=[C:16]([O:18][C:19]([F:24])([F:23])[CH:20]([F:22])[F:21])[CH:17]=1. The catalyst is C(Cl)Cl. The product is [F:11][C:12]1[CH:13]=[C:14]([C@:25]([NH:40][C:41]([NH:43][C:44]2[C:45](=[O:49])[CH2:46][CH2:47][CH:48]=2)=[O:42])([C:33]2[CH:38]=[CH:37][C:36]([F:39])=[CH:35][CH:34]=2)[CH2:26][C:27]2[CH:28]=[CH:29][CH:30]=[CH:31][CH:32]=2)[CH:15]=[C:16]([O:18][C:19]([F:23])([F:24])[CH:20]([F:21])[F:22])[CH:17]=1.[F:11][C:12]1[CH:13]=[C:14]([C@:25]([NH:40][C:41]([NH:43][C@@H:44]2[CH2:48][CH2:47][CH2:46][C:45]2=[O:49])=[O:42])([C:33]2[CH:38]=[CH:37][C:36]([F:39])=[CH:35][CH:34]=2)[CH2:26][C:27]2[CH:28]=[CH:29][CH:30]=[CH:31][CH:32]=2)[CH:15]=[C:16]([O:18][C:19]([F:23])([F:24])[CH:20]([F:21])[F:22])[CH:17]=1. The yield is 0.140. (2) The reactants are [CH2:1]([O:3][P:4]([CH2:9][CH3:10])(=[O:8])[O:5]CC)[CH3:2].[CH3:11][N:12]1[CH:16]=[CH:15][N:14]=[CH:13]1. No catalyst specified. The product is [CH2:1]([O:3][P:4]([CH2:9][CH3:10])(=[O:5])[O-:8])[CH3:2].[CH3:11][N+:12]1([CH2:9][CH3:10])[CH:16]=[CH:15][N:14]=[CH:13]1. The yield is 0.920. (3) The reactants are [F:1][C:2]1[CH:7]=[CH:6][C:5]([F:8])=[CH:4][C:3]=1[NH:9][CH2:10][C:11]1[CH:16]=[CH:15][CH:14]=[C:13]([O:17][C:18]([F:23])([F:22])[CH:19]([F:21])[F:20])[CH:12]=1.[F:24][C:25]([F:30])([F:29])[CH:26]1[O:28][CH2:27]1. The catalyst is C(#N)C.FC(F)(F)S([O-])(=O)=O.[Yb+3].FC(F)(F)S([O-])(=O)=O.FC(F)(F)S([O-])(=O)=O. The product is [F:1][C:2]1[CH:7]=[CH:6][C:5]([F:8])=[CH:4][C:3]=1[N:9]([CH2:10][C:11]1[CH:16]=[CH:15][CH:14]=[C:13]([O:17][C:18]([F:22])([F:23])[CH:19]([F:20])[F:21])[CH:12]=1)[CH2:27][CH:26]([OH:28])[C:25]([F:30])([F:29])[F:24]. The yield is 0.840. (4) The reactants are [CH3:1][O:2][N:3]=[C:4]([C:9]([O:11]C)=[O:10])[C:5]([O:7]C)=[O:6].[OH-].[Na+].[N+]([O-])(O)=O.[N+]([O-])([O-])=O.[Ag+:23]. The catalyst is O. The product is [CH3:1][O:2][N:3]=[C:4]([C:9]([O-:11])=[O:10])[C:5]([O-:7])=[O:6].[Ag+2:23]. The yield is 0.950. (5) The reactants are [F:1][C:2]1[C:10]2[O:9][C:8]([C:11]3[CH:12]=[N:13][N:14]([CH2:16][C:17]4[CH:22]=[CH:21][C:20]([O:23][CH3:24])=[CH:19][CH:18]=4)[CH:15]=3)=[C:7](I)[C:6]=2[CH:5]=[CH:4][C:3]=1[O:26][CH3:27].[CH3:28][O:29][C:30]1[CH:31]=[C:32](B(O)O)[CH:33]=[C:34]([O:38][CH3:39])[C:35]=1[O:36][CH3:37].[C:43]([O-])([O-])=[O:44].[K+].[K+]. The yield is 0.502. The product is [F:1][C:2]1[C:10]2[O:9][C:8]([C:11]3[CH:12]=[N:13][N:14]([CH2:16][C:17]4[CH:22]=[CH:21][C:20]([O:23][CH3:24])=[CH:19][CH:18]=4)[CH:15]=3)=[C:7]([C:43](=[O:44])[C:32]3[CH:31]=[C:30]([O:29][CH3:28])[C:35]([O:36][CH3:37])=[C:34]([O:38][CH3:39])[CH:33]=3)[C:6]=2[CH:5]=[CH:4][C:3]=1[O:26][CH3:27]. The catalyst is C1(OC)C=CC=CC=1.Cl[Pd](Cl)([P](C1C=CC=CC=1)(C1C=CC=CC=1)C1C=CC=CC=1)[P](C1C=CC=CC=1)(C1C=CC=CC=1)C1C=CC=CC=1. (6) The reactants are [H-].[Na+].[NH2:3][C:4]1[N:13]=[CH:12][C:11]2[CH:10]=[CH:9][C:8]3[C:14]([C:18]([O:20][CH2:21][CH3:22])=[O:19])=[N:15][N:16]([CH3:17])[C:7]=3[C:6]=2[N:5]=1.[CH2:23]([N:25]=[C:26]=[O:27])[CH3:24]. The catalyst is CN(C)C=O. The product is [CH2:23]([NH:25][C:26]([NH:3][C:4]1[N:13]=[CH:12][C:11]2[CH:10]=[CH:9][C:8]3[C:14]([C:18]([O:20][CH2:21][CH3:22])=[O:19])=[N:15][N:16]([CH3:17])[C:7]=3[C:6]=2[N:5]=1)=[O:27])[CH3:24]. The yield is 0.500. (7) The yield is 0.150. The product is [CH3:18][O:19][C:20]1[N:25]=[C:24]([O:26][CH3:27])[C:23]([C:28]2[CH:37]=[C:36]3[C:31]([C:32]([NH:1][C:2]4[CH:7]=[CH:6][CH:5]=[C:4]([NH:8][S:9]([C:12]5[CH:13]=[CH:14][CH:15]=[CH:16][CH:17]=5)(=[O:11])=[O:10])[CH:3]=4)=[C:33]([C:38]([NH2:40])=[O:39])[CH:34]=[N:35]3)=[CH:30][CH:29]=2)=[CH:22][N:21]=1. The reactants are [NH2:1][C:2]1[CH:3]=[C:4]([NH:8][S:9]([C:12]2[CH:17]=[CH:16][CH:15]=[CH:14][CH:13]=2)(=[O:11])=[O:10])[CH:5]=[CH:6][CH:7]=1.[CH3:18][O:19][C:20]1[N:25]=[C:24]([O:26][CH3:27])[C:23]([C:28]2[CH:37]=[C:36]3[C:31]([C:32](Cl)=[C:33]([C:38]([NH2:40])=[O:39])[CH:34]=[N:35]3)=[CH:30][CH:29]=2)=[CH:22][N:21]=1. The catalyst is C(O)(=O)C.